From a dataset of NCI-60 drug combinations with 297,098 pairs across 59 cell lines. Regression. Given two drug SMILES strings and cell line genomic features, predict the synergy score measuring deviation from expected non-interaction effect. Drug 1: CCC1=CC2CC(C3=C(CN(C2)C1)C4=CC=CC=C4N3)(C5=C(C=C6C(=C5)C78CCN9C7C(C=CC9)(C(C(C8N6C)(C(=O)OC)O)OC(=O)C)CC)OC)C(=O)OC.C(C(C(=O)O)O)(C(=O)O)O. Drug 2: CC1CCCC2(C(O2)CC(NC(=O)CC(C(C(=O)C(C1O)C)(C)C)O)C(=CC3=CSC(=N3)C)C)C. Cell line: HCT116. Synergy scores: CSS=35.2, Synergy_ZIP=-2.36, Synergy_Bliss=-7.02, Synergy_Loewe=-6.28, Synergy_HSA=-6.10.